This data is from Reaction yield outcomes from USPTO patents with 853,638 reactions. The task is: Predict the reaction yield, written as a fraction of the theoretical maximum amount of product (1.0 means a 100% yield; for example, 0.34 means a 34% yield). (1) The reactants are ClC(Cl)(O[C:5](=[O:11])OC(Cl)(Cl)Cl)Cl.[O:13]1[CH2:18][CH:17]=[C:16]([C:19]2[N:24]=[C:23]([N:25]3[CH2:30][CH2:29][O:28][CH2:27][CH2:26]3)[N:22]=[C:21]([C:31]3[CH:36]=[CH:35][C:34]([NH2:37])=[CH:33][CH:32]=3)[N:20]=2)[CH2:15][CH2:14]1.[NH2:38][C:39]1[CH:44]=[CH:43][N:42]=[CH:41][CH:40]=1.CCN(CC)CC. The catalyst is C(Cl)Cl. The product is [O:13]1[CH2:14][CH:15]=[C:16]([C:19]2[N:24]=[C:23]([N:25]3[CH2:26][CH2:27][O:28][CH2:29][CH2:30]3)[N:22]=[C:21]([C:31]3[CH:36]=[CH:35][C:34]([NH:37][C:5]([NH:38][C:39]4[CH:44]=[CH:43][N:42]=[CH:41][CH:40]=4)=[O:11])=[CH:33][CH:32]=3)[N:20]=2)[CH2:17][CH2:18]1. The yield is 0.220. (2) The reactants are [Cl:1][C:2]1[CH:11]=[CH:10][C:9]2[N:8]=[C:7]3[C:12](=[O:17])[NH:13][C:14]([CH3:16])=[N:15][C:6]3=[C:5]([C:18]([F:21])([F:20])[F:19])[C:4]=2[CH:3]=1.[Li][CH2:23][CH2:24][CH2:25][CH3:26]. The catalyst is C1COCC1.CN(CCN(C)C)C. The product is [CH2:23]([C:5]1([C:18]([F:19])([F:21])[F:20])[C:4]2[CH:3]=[C:2]([Cl:1])[CH:11]=[CH:10][C:9]=2[NH:8][C:7]2[C:12](=[O:17])[NH:13][C:14]([CH3:16])=[N:15][C:6]1=2)[CH2:24][CH2:25][CH3:26]. The yield is 0.170. (3) The reactants are [CH3:1][C:2]1[CH:3]=[C:4]([N:11]2[CH:16]=[CH:15][C:14]([C:17]3[CH:22]=[CH:21][C:20]([C:23]([F:26])([F:25])[F:24])=[CH:19][CH:18]=3)=[CH:13][C:12]2=[O:27])[CH:5]=[CH:6][C:7]=1[N+:8]([O-])=O.[NH4+].[Cl-]. The catalyst is [Fe].CCO.O. The product is [NH2:8][C:7]1[CH:6]=[CH:5][C:4]([N:11]2[CH:16]=[CH:15][C:14]([C:17]3[CH:22]=[CH:21][C:20]([C:23]([F:26])([F:24])[F:25])=[CH:19][CH:18]=3)=[CH:13][C:12]2=[O:27])=[CH:3][C:2]=1[CH3:1]. The yield is 1.00. (4) The catalyst is C1(P(C2C=CC=CC=2)[C-]2C=CC=C2)C=CC=CC=1.[C-]1(P(C2C=CC=CC=2)C2C=CC=CC=2)C=CC=C1.[Fe+2].Cl[Pd]Cl.C(OCC)(=O)C.O. The yield is 0.330. The reactants are FC(F)(F)S(O[C:7]1[CH:12]=[CH:11][N:10]([C:13]2[S:14][C:15]([C:19](=[O:28])[NH:20][CH2:21][C:22]3[CH:27]=[CH:26][CH:25]=[CH:24][CH:23]=3)=[C:16]([CH3:18])[N:17]=2)[C:9](=[O:29])[CH:8]=1)(=O)=O.[CH2:32](B(O)O)[CH2:33][C:34]1[CH:39]=[CH:38][CH:37]=[CH:36][CH:35]=1.C(=O)([O-])[O-].[K+].[K+].O1CCCC1. The product is [CH2:21]([NH:20][C:19]([C:15]1[S:14][C:13]([N:10]2[CH:11]=[CH:12][C:7]([CH2:32][CH2:33][C:34]3[CH:39]=[CH:38][CH:37]=[CH:36][CH:35]=3)=[CH:8][C:9]2=[O:29])=[N:17][C:16]=1[CH3:18])=[O:28])[C:22]1[CH:27]=[CH:26][CH:25]=[CH:24][CH:23]=1.